This data is from Catalyst prediction with 721,799 reactions and 888 catalyst types from USPTO. The task is: Predict which catalyst facilitates the given reaction. (1) Reactant: C(N(C(C)C)C(C)C)C.[Cl:10][C:11]1[CH:16]=[CH:15][C:14]([C:17]2[NH:21][N:20]=[CH:19][C:18]=2[C:22]([OH:24])=O)=[CH:13][CH:12]=1.[CH3:25][CH:26]1[NH:30][CH2:29][C:28]([C:32]2[CH:37]=[CH:36][CH:35]=[CH:34][CH:33]=2)([OH:31])[CH2:27]1.CN(C(ON1N=NC2C=CC=CC1=2)=[N+](C)C)C.[B-](F)(F)(F)F. Product: [Cl:10][C:11]1[CH:12]=[CH:13][C:14]([C:17]2[NH:21][N:20]=[CH:19][C:18]=2[C:22]([N:30]2[CH:26]([CH3:25])[CH2:27][C:28]([C:32]3[CH:37]=[CH:36][CH:35]=[CH:34][CH:33]=3)([OH:31])[CH2:29]2)=[O:24])=[CH:15][CH:16]=1. The catalyst class is: 3. (2) The catalyst class is: 114. Product: [CH3:26][N:27]1[CH:31]=[C:30]([NH:32][C:2]2[N:7]=[C:6]([NH:8][CH:9]3[C:13]4([CH2:14][CH2:15][CH2:16][CH2:17]4)[CH2:12][N:11]([C:18]([O:20][C:21]([CH3:23])([CH3:22])[CH3:24])=[O:19])[CH2:10]3)[CH:5]=[CH:4][N:3]=2)[CH:29]=[N:28]1. Reactant: Cl[C:2]1[N:7]=[C:6]([NH:8][CH:9]2[C:13]3([CH2:17][CH2:16][CH2:15][CH2:14]3)[CH2:12][N:11]([C:18]([O:20][C:21]([CH3:24])([CH3:23])[CH3:22])=[O:19])[CH2:10]2)[CH:5]=[CH:4][N:3]=1.Cl.[CH3:26][N:27]1[CH:31]=[C:30]([NH2:32])[CH:29]=[N:28]1.CCN(C(C)C)C(C)C. (3) Reactant: [H-].[Na+].[C:3]([O:7][C:8]([N:10]1[C:15]2([CH2:21][O:20][CH2:19][CH2:18][O:17][CH2:16]2)[C:14](=[O:22])[NH:13][CH:12]([C:23]2[CH:28]=[CH:27][C:26]([F:29])=[CH:25][CH:24]=2)[CH2:11]1)=[O:9])([CH3:6])([CH3:5])[CH3:4].Br[CH2:31][C:32]([O:34][CH3:35])=[O:33]. Product: [C:3]([O:7][C:8]([N:10]1[C:15]2([CH2:21][O:20][CH2:19][CH2:18][O:17][CH2:16]2)[C:14](=[O:22])[N:13]([CH2:31][C:32]([O:34][CH3:35])=[O:33])[CH:12]([C:23]2[CH:24]=[CH:25][C:26]([F:29])=[CH:27][CH:28]=2)[CH2:11]1)=[O:9])([CH3:6])([CH3:4])[CH3:5]. The catalyst class is: 3. (4) Reactant: [Br:1][C:2]1[NH:3][CH:4]=[C:5]([Br:7])[N:6]=1.[Cl:8][C:9]1[CH:14]=[CH:13][C:12](F)=[C:11]([Cl:16])[CH:10]=1.C(=O)([O-])[O-].[K+].[K+]. Product: [Br:1][C:2]1[N:3]([C:12]2[CH:13]=[CH:14][C:9]([Cl:8])=[CH:10][C:11]=2[Cl:16])[CH:4]=[C:5]([Br:7])[N:6]=1. The catalyst class is: 18. (5) Reactant: [CH2:1]([O:8][C:9]1[C:14]([CH3:15])=[C:13]([CH3:16])[C:12]([O:17][CH2:18][C:19]2[CH:24]=[CH:23][CH:22]=[CH:21][CH:20]=2)=[C:11]([CH3:25])[C:10]=1[CH2:26][CH2:27][CH:28]=[CH2:29])[C:2]1[CH:7]=[CH:6][CH:5]=[CH:4][CH:3]=1.B1C2CCCC1CCC2.[OH-].[Na+].OO.C(OC(C)C)(=[O:45])C. Product: [CH2:1]([O:8][C:9]1[C:14]([CH3:15])=[C:13]([CH3:16])[C:12]([O:17][CH2:18][C:19]2[CH:24]=[CH:23][CH:22]=[CH:21][CH:20]=2)=[C:11]([CH3:25])[C:10]=1[CH2:26][CH2:27][CH2:28][CH2:29][OH:45])[C:2]1[CH:3]=[CH:4][CH:5]=[CH:6][CH:7]=1. The catalyst class is: 1. (6) Product: [NH3:6].[C:19]([NH:6][C@H:7]([C:9]([OH:11])=[O:10])[CH3:8])(=[O:22])[CH2:20][CH3:21]. Reactant: C[Si](Cl)(C)C.[NH2:6][CH:7]([C:9]([OH:11])=[O:10])[CH3:8].C(N(CC)CC)C.[C:19](Cl)(=[O:22])[CH2:20][CH3:21]. The catalyst class is: 46.